The task is: Predict the reactants needed to synthesize the given product.. This data is from Full USPTO retrosynthesis dataset with 1.9M reactions from patents (1976-2016). (1) Given the product [CH3:26][O:5][C:4](=[O:6])[C:3]1[CH:7]=[C:8]([C:15]2[N:16]=[N:17][CH:18]=[CH:19][CH:20]=2)[C:9]([C:11]([F:12])([F:13])[F:14])=[CH:10][C:2]=1[NH2:1], predict the reactants needed to synthesize it. The reactants are: [NH2:1][C:2]1[CH:10]=[C:9]([C:11]([F:14])([F:13])[F:12])[C:8]([C:15]2[N:16]=[N:17][CH:18]=[CH:19][CH:20]=2)=[CH:7][C:3]=1[C:4]([OH:6])=[O:5].OS(O)(=O)=O.[CH3:26]O. (2) Given the product [ClH:2].[CH3:13][O:12][C:10]([C@@H:9]([N:14]1[CH2:22][C:21]2[CH:20]=[CH:19][S:18][C:17]=2[CH2:16][CH2:15]1)[C:4]1[CH:5]=[CH:6][CH:7]=[CH:8][C:3]=1[Cl:2])=[O:11], predict the reactants needed to synthesize it. The reactants are: Cl.[Cl:2][C:3]1[CH:8]=[CH:7][CH:6]=[CH:5][C:4]=1[C@H:9]([NH:14][CH2:15][CH2:16][C:17]1[S:18][CH:19]=[CH:20][CH:21]=1)[C:10]([O:12][CH3:13])=[O:11].[CH2:22]=O. (3) Given the product [Br:16][C:17]1[CH:26]=[C:25]2[C:20]([C:21](=[O:34])[C:22]3[C:32](=[O:33])[N:31]([C:9]([O:11][C:12]([CH3:13])([CH3:14])[CH3:15])=[O:10])[S:30][C:23]=3[N:24]2[CH:27]2[CH2:29][CH2:28]2)=[CH:19][C:18]=1[F:35], predict the reactants needed to synthesize it. The reactants are: [CH3:13][C:12]([O:11][C:9](O[C:9]([O:11][C:12]([CH3:15])([CH3:14])[CH3:13])=[O:10])=[O:10])([CH3:15])[CH3:14].[Br:16][C:17]1[CH:26]=[C:25]2[C:20]([C:21](=[O:34])[C:22]3[C:32](=[O:33])[NH:31][S:30][C:23]=3[N:24]2[CH:27]2[CH2:29][CH2:28]2)=[CH:19][C:18]=1[F:35].O. (4) Given the product [CH3:2][O:3][CH2:4][C@@H:5]1[N:6]([CH3:12])[C:7](=[N:29][C:26]2[CH:27]=[C:28]3[C:23]([CH2:22][C@@H:21]([OH:30])[C@@H:20]3[NH-:19])=[CH:24][CH:25]=2)[CH2:8][CH2:9]1.[C:13]([O:17][C:18](=[O:31])[NH2:19])([CH3:16])([CH3:15])[CH3:14], predict the reactants needed to synthesize it. The reactants are: [I-].[CH3:2][O:3][CH2:4][C@H:5]1[CH2:9][CH2:8][C:7](SC)=[N+:6]1[CH3:12].[C:13]([O:17][C:18](=[O:31])[NH:19][C@@H:20]1[C:28]2[C:23](=[CH:24][CH:25]=[C:26]([NH2:29])[CH:27]=2)[CH2:22][C@H:21]1[OH:30])([CH3:16])([CH3:15])[CH3:14].